This data is from Buchwald-Hartwig C-N cross coupling reaction yields with 55,370 reactions. The task is: Predict the reaction yield, written as a fraction of the theoretical maximum amount of product (1.0 means a 100% yield; for example, 0.34 means a 34% yield). (1) The reactants are COc1ccc(Br)cc1.Cc1ccc(N)cc1.O=S(=O)(O[Pd]1c2ccccc2-c2ccccc2N~1)C(F)(F)F.CC(C)c1cc(C(C)C)c(-c2ccccc2P(C2CCCCC2)C2CCCCC2)c(C(C)C)c1.CCN=P(N=P(N(C)C)(N(C)C)N(C)C)(N(C)C)N(C)C.Cc1ccno1. No catalyst specified. The product is COc1ccc(Nc2ccc(C)cc2)cc1. The yield is 0.0422. (2) The reactants are Clc1cccnc1.Cc1ccc(N)cc1.O=S(=O)(O[Pd]1c2ccccc2-c2ccccc2N~1)C(F)(F)F.CC(C)c1cc(C(C)C)c(-c2ccccc2P(C2CCCCC2)C2CCCCC2)c(C(C)C)c1.CCN=P(N=P(N(C)C)(N(C)C)N(C)C)(N(C)C)N(C)C.c1ccc2oncc2c1. No catalyst specified. The product is Cc1ccc(Nc2cccnc2)cc1. The yield is 0.152. (3) The reactants are COc1ccc(Cl)cc1.Cc1ccc(N)cc1.O=S(=O)(O[Pd]1c2ccccc2-c2ccccc2N~1)C(F)(F)F.COc1ccc(OC)c(P(C(C)(C)C)C(C)(C)C)c1-c1c(C(C)C)cc(C(C)C)cc1C(C)C.CCN=P(N=P(N(C)C)(N(C)C)N(C)C)(N(C)C)N(C)C.Cc1ccno1. No catalyst specified. The product is COc1ccc(Nc2ccc(C)cc2)cc1. The yield is 0.00295. (4) The reactants are Brc1cccnc1.Cc1ccc(N)cc1.O=S(=O)(O[Pd]1c2ccccc2-c2ccccc2N~1)C(F)(F)F.CC(C)c1cc(C(C)C)c(-c2ccccc2P(C2CCCCC2)C2CCCCC2)c(C(C)C)c1.CN(C)C(=NC(C)(C)C)N(C)C.COC(=O)c1ccno1. No catalyst specified. The product is Cc1ccc(Nc2cccnc2)cc1. The yield is 0.0255. (5) The reactants are COc1ccc(I)cc1.Cc1ccc(N)cc1.O=S(=O)(O[Pd]1c2ccccc2-c2ccccc2N~1)C(F)(F)F.CC(C)c1cc(C(C)C)c(-c2ccccc2P(C(C)(C)C)C(C)(C)C)c(C(C)C)c1.CN(C)C(=NC(C)(C)C)N(C)C.CCOC(=O)c1cnoc1. No catalyst specified. The product is COc1ccc(Nc2ccc(C)cc2)cc1. The yield is 0.0273. (6) No catalyst specified. The yield is 0.884. The reactants are Ic1cccnc1.Cc1ccc(N)cc1.O=S(=O)(O[Pd]1c2ccccc2-c2ccccc2N~1)C(F)(F)F.COc1ccc(OC)c(P(C(C)(C)C)C(C)(C)C)c1-c1c(C(C)C)cc(C(C)C)cc1C(C)C.CN1CCCN2CCCN=C12.c1ccc(-c2ccon2)cc1. The product is Cc1ccc(Nc2cccnc2)cc1. (7) The reactants are COc1ccc(I)cc1.Cc1ccc(N)cc1.O=S(=O)(O[Pd]1c2ccccc2-c2ccccc2N~1)C(F)(F)F.COc1ccc(OC)c(P([C@]23C[C@H]4C[C@H](C[C@H](C4)C2)C3)[C@]23C[C@H]4C[C@H](C[C@H](C4)C2)C3)c1-c1c(C(C)C)cc(C(C)C)cc1C(C)C.CN1CCCN2CCCN=C12.COC(=O)c1cc(-c2cccs2)on1. No catalyst specified. The product is COc1ccc(Nc2ccc(C)cc2)cc1. The yield is 0.463. (8) The reactants are COc1ccc(I)cc1.Cc1ccc(N)cc1.O=S(=O)(O[Pd]1c2ccccc2-c2ccccc2N~1)C(F)(F)F.CC(C)c1cc(C(C)C)c(-c2ccccc2P(C2CCCCC2)C2CCCCC2)c(C(C)C)c1.CN1CCCN2CCCN=C12.Cc1ccon1. No catalyst specified. The product is COc1ccc(Nc2ccc(C)cc2)cc1. The yield is 0.274.